This data is from Forward reaction prediction with 1.9M reactions from USPTO patents (1976-2016). The task is: Predict the product of the given reaction. (1) Given the reactants [CH3:1][C:2]([O:4]I1(OC(C)=O)(OC(C)=O)OC(=O)C2C=CC=CC1=2)=O.[C:23]([N:26]1[C:35]2[C:30](=[CH:31][C:32]([N:36]3[CH:40]=[C:39](CO)[N:38]=[CH:37]3)=[CH:33][CH:34]=2)[C@H:29]([NH:43][C:44](=[O:49])[O:45][CH:46]([CH3:48])[CH3:47])[CH2:28][C@@H:27]1[CH3:50])(=[O:25])[CH3:24].C([O-])(O)=O.[Na+].C([CH2:58][NH2:59])O.C(O)(=O)C.C(O[BH-](OC(=O)C)OC(=O)C)(=O)C.[Na+].C([O-])([O-])=O.[K+].[K+], predict the reaction product. The product is: [C:23]([N:26]1[C:35]2[C:30](=[CH:31][C:32]([N:36]3[CH:40]=[C:39]([CH2:58][NH:59][CH2:1][CH2:2][OH:4])[N:38]=[CH:37]3)=[CH:33][CH:34]=2)[C@H:29]([NH:43][C:44](=[O:49])[O:45][CH:46]([CH3:47])[CH3:48])[CH2:28][C@@H:27]1[CH3:50])(=[O:25])[CH3:24]. (2) Given the reactants [CH:1]([N:14]1[CH2:18][CH2:17][CH:16]([CH2:19][N:20]([CH2:37][C:38](=O)[N:39]([C:46]2[CH:51]=[CH:50][CH:49]=[CH:48][CH:47]=2)[C:40]2[CH:45]=[CH:44][CH:43]=[CH:42][CH:41]=2)[CH2:21][C:22]([N:24]([C:31]2[CH:36]=[CH:35][CH:34]=[CH:33][CH:32]=2)[C:25]2[CH:30]=[CH:29][CH:28]=[CH:27][CH:26]=2)=O)[CH2:15]1)([C:8]1[CH:13]=[CH:12][CH:11]=[CH:10][CH:9]=1)[C:2]1[CH:7]=[CH:6][CH:5]=[CH:4][CH:3]=1.B.C1COCC1.CO, predict the reaction product. The product is: [CH:1]([N:14]1[CH2:18][CH2:17][CH:16]([CH2:19][N:20]([CH2:37][CH2:38][N:39]([C:40]2[CH:41]=[CH:42][CH:43]=[CH:44][CH:45]=2)[C:46]2[CH:47]=[CH:48][CH:49]=[CH:50][CH:51]=2)[CH2:21][CH2:22][N:24]([C:25]2[CH:26]=[CH:27][CH:28]=[CH:29][CH:30]=2)[C:31]2[CH:32]=[CH:33][CH:34]=[CH:35][CH:36]=2)[CH2:15]1)([C:8]1[CH:9]=[CH:10][CH:11]=[CH:12][CH:13]=1)[C:2]1[CH:7]=[CH:6][CH:5]=[CH:4][CH:3]=1.